Predict the reactants needed to synthesize the given product. From a dataset of Full USPTO retrosynthesis dataset with 1.9M reactions from patents (1976-2016). Given the product [CH2:18]([O:1][C:2]1[CH:7]([C:8]([O:10][CH2:11][CH3:12])=[O:9])[CH2:6][CH2:5][CH2:4][N:3]=1)[CH3:19], predict the reactants needed to synthesize it. The reactants are: [O:1]=[C:2]1[CH:7]([C:8]([O:10][CH2:11][CH3:12])=[O:9])[CH2:6][CH2:5][CH2:4][NH:3]1.F[B-](F)(F)F.[CH2:18]([O+](CC)CC)[CH3:19].